This data is from Forward reaction prediction with 1.9M reactions from USPTO patents (1976-2016). The task is: Predict the product of the given reaction. Given the reactants [CH:1]([C:3]1[N:12]=[CH:11][C:10]([CH:13]=[CH2:14])=[CH:9][C:4]=1[C:5]([O:7]C)=O)=[CH2:2].[CH3:15][O:16][C:17]1[CH:24]=[CH:23][C:20]([CH2:21][NH2:22])=[CH:19][CH:18]=1, predict the reaction product. The product is: [CH3:15][O:16][C:17]1[CH:24]=[CH:23][C:20]([CH2:21][N:22]2[CH2:2][CH2:1][C:3]3[N:12]=[CH:11][C:10]([CH:13]=[CH2:14])=[CH:9][C:4]=3[C:5]2=[O:7])=[CH:19][CH:18]=1.